From a dataset of Forward reaction prediction with 1.9M reactions from USPTO patents (1976-2016). Predict the product of the given reaction. Given the reactants CCN(C(C)C)C(C)C.[CH3:10][Si:11]([C:14]#[CH:15])([CH3:13])[CH3:12].O.I[C:18]1[C:19]([C:25]([O:27][CH3:28])=[O:26])=[N:20][C:21]([CH3:24])=[CH:22][CH:23]=1, predict the reaction product. The product is: [CH3:24][C:21]1[N:20]=[C:19]([C:25]([O:27][CH3:28])=[O:26])[C:18]([C:15]#[C:14][Si:11]([CH3:13])([CH3:12])[CH3:10])=[CH:23][CH:22]=1.